Dataset: Full USPTO retrosynthesis dataset with 1.9M reactions from patents (1976-2016). Task: Predict the reactants needed to synthesize the given product. (1) Given the product [CH3:1][CH:2]1[CH:6]([C:7]([OH:9])=[O:8])[CH:5]([CH:11]([CH3:12])[CH3:10])[CH2:4][CH2:3]1, predict the reactants needed to synthesize it. The reactants are: [CH3:1][CH:2]1[CH:6]2[C:7]([O:9][CH:10]=[C:11]([CH3:12])[CH:5]2[CH2:4][CH2:3]1)=[O:8]. (2) Given the product [Cl:16][C:9]1[C:4]2[CH2:3][CH:2]([CH3:1])[CH2:13][C:5]=2[N:6]=[C:7]([S:11][CH3:12])[N:8]=1, predict the reactants needed to synthesize it. The reactants are: [CH3:1][CH:2]1[CH2:13][C:5]2[N:6]=[C:7]([S:11][CH3:12])[NH:8][C:9](=O)[C:4]=2[CH2:3]1.P(Cl)(Cl)([Cl:16])=O. (3) Given the product [F:1][C:2]([F:17])([F:16])[C:3]1[CH:4]=[C:5]([C:6]([N:29]2[CH2:30][CH2:31][C@H:26]([C:22]3[CH:23]=[CH:24][CH:25]=[C:20]([Br:19])[CH:21]=3)[C@H:27]([C:32]3[CH:37]=[CH:36][CH:35]=[CH:34][CH:33]=3)[CH2:28]2)=[O:7])[CH:9]=[C:10]([C:12]([F:15])([F:14])[F:13])[CH:11]=1, predict the reactants needed to synthesize it. The reactants are: [F:1][C:2]([F:17])([F:16])[C:3]1[CH:4]=[C:5]([CH:9]=[C:10]([C:12]([F:15])([F:14])[F:13])[CH:11]=1)[C:6](Cl)=[O:7].Cl.[Br:19][C:20]1[CH:21]=[C:22]([C@H:26]2[CH2:31][CH2:30][NH:29][CH2:28][C@H:27]2[C:32]2[CH:37]=[CH:36][CH:35]=[CH:34][CH:33]=2)[CH:23]=[CH:24][CH:25]=1. (4) Given the product [C:25]([S:51][CH:35]1[CH2:40][CH2:39][CH2:38][N:37]([C:41]([O:43][CH2:44][C:45]2[CH:50]=[CH:49][CH:48]=[CH:47][CH:46]=2)=[O:42])[CH2:36]1)(=[O:24])[CH3:27], predict the reactants needed to synthesize it. The reactants are: C1(P(C2C=CC=CC=2)C2C=CC=CC=2)C=CC=CC=1.N(C(OC(C)C)=O)=NC([O:24][CH:25]([CH3:27])C)=O.O[CH:35]1[CH2:40][CH2:39][CH2:38][N:37]([C:41]([O:43][CH2:44][C:45]2[CH:50]=[CH:49][CH:48]=[CH:47][CH:46]=2)=[O:42])[CH2:36]1.[S:51]1C=CC=C1CC(O)=O. (5) Given the product [Cl:29][C:2]1[C:3]2[N:4]([CH:10]=[C:11]([N+:13]([O-:15])=[O:14])[CH:12]=2)[N:5]=[CH:6][C:7]=1[C:8]#[N:9], predict the reactants needed to synthesize it. The reactants are: O[C:2]1[C:3]2[N:4]([CH:10]=[C:11]([N+:13]([O-:15])=[O:14])[CH:12]=2)[N:5]=[CH:6][C:7]=1[C:8]#[N:9].C(N(CC)C1C=CC=CC=1)C.O=P(Cl)(Cl)[Cl:29]. (6) Given the product [C:1]1([CH2:4][CH2:5][O:6][C:7]2[CH:8]=[CH:9][C:10]([C:11]([NH:13][CH2:14][C:15]([OH:17])=[O:16])=[O:12])=[CH:18][CH:19]=2)[CH:3]=[CH:2][CH:30]=[CH:21][CH:22]=1, predict the reactants needed to synthesize it. The reactants are: [CH:1]1([CH2:4][CH2:5][O:6][C:7]2[CH:19]=[CH:18][C:10]([C:11]([NH:13][CH2:14][C:15]([OH:17])=[O:16])=[O:12])=[CH:9][CH:8]=2)[CH2:3][CH2:2]1.O[C:21]1[CH:30]=CC(C(OC)=O)=C[CH:22]=1.C1(CCO)C=CC=CC=1. (7) Given the product [CH3:4][C:2]([O:5][C:6]([NH:8][C@@H:9]([CH2:14][C:15]#[C:16][C:29]1[CH:28]=[CH:27][C:26]([NH:25][CH2:24][C:19]2[CH:20]=[CH:21][CH:22]=[CH:23][C:18]=2[F:17])=[CH:31][CH:30]=1)[C:10]([O:12][CH3:13])=[O:11])=[O:7])([CH3:1])[CH3:3], predict the reactants needed to synthesize it. The reactants are: [CH3:1][C:2]([O:5][C:6]([NH:8][C@@H:9]([CH2:14][C:15]#[CH:16])[C:10]([O:12][CH3:13])=[O:11])=[O:7])([CH3:4])[CH3:3].[F:17][C:18]1[CH:23]=[CH:22][CH:21]=[CH:20][C:19]=1[CH2:24][NH:25][C:26]1[CH:31]=[CH:30][C:29](I)=[CH:28][CH:27]=1.C(NCC)C. (8) Given the product [Br:12][C:5]1[C:6]2[C:11](=[CH:10][CH:9]=[CH:8][CH:7]=2)[C:2]([C:20](=[O:21])[C:19]([F:27])([F:26])[F:18])=[CH:3][CH:4]=1, predict the reactants needed to synthesize it. The reactants are: Br[C:2]1[C:11]2[C:6](=[CH:7][CH:8]=[CH:9][CH:10]=2)[C:5]([Br:12])=[CH:4][CH:3]=1.[Li]CCCC.[F:18][C:19]([F:27])([F:26])[C:20](N(OC)C)=[O:21].